Dataset: Merck oncology drug combination screen with 23,052 pairs across 39 cell lines. Task: Regression. Given two drug SMILES strings and cell line genomic features, predict the synergy score measuring deviation from expected non-interaction effect. (1) Drug 1: CC(C)CC(NC(=O)C(Cc1ccccc1)NC(=O)c1cnccn1)B(O)O. Cell line: RKO. Drug 2: Cc1nc(Nc2ncc(C(=O)Nc3c(C)cccc3Cl)s2)cc(N2CCN(CCO)CC2)n1. Synergy scores: synergy=8.02. (2) Drug 1: O=C(CCCCCCC(=O)Nc1ccccc1)NO. Drug 2: Cn1c(=O)n(-c2ccc(C(C)(C)C#N)cc2)c2c3cc(-c4cnc5ccccc5c4)ccc3ncc21. Cell line: UWB1289BRCA1. Synergy scores: synergy=28.6. (3) Drug 1: Cn1nnc2c(C(N)=O)ncn2c1=O. Drug 2: CCc1c2c(nc3ccc(O)cc13)-c1cc3c(c(=O)n1C2)COC(=O)C3(O)CC. Cell line: OVCAR3. Synergy scores: synergy=4.75. (4) Drug 1: CN(C)C(=N)N=C(N)N. Drug 2: C=CCn1c(=O)c2cnc(Nc3ccc(N4CCN(C)CC4)cc3)nc2n1-c1cccc(C(C)(C)O)n1. Cell line: UWB1289. Synergy scores: synergy=72.2. (5) Drug 1: O=C(O)C1(Cc2cccc(Nc3nccs3)n2)CCC(Oc2cccc(Cl)c2F)CC1. Drug 2: NC1(c2ccc(-c3nc4ccn5c(=O)[nH]nc5c4cc3-c3ccccc3)cc2)CCC1. Cell line: MDAMB436. Synergy scores: synergy=8.35.